Predict the reactants needed to synthesize the given product. From a dataset of Retrosynthesis with 50K atom-mapped reactions and 10 reaction types from USPTO. (1) Given the product CC(C)(C)OC(=O)n1c(CCl)nc2cc(F)ccc21, predict the reactants needed to synthesize it. The reactants are: CC(C)(C)OC(=O)OC(=O)OC(C)(C)C.Fc1ccc2[nH]c(CCl)nc2c1. (2) Given the product CCCS(=O)(=O)N(Cc1ccc(OC)cc1)c1ccc(F)c(NC(=O)c2cccc3c(Cl)ncnc23)c1OC, predict the reactants needed to synthesize it. The reactants are: CCCS(=O)(=O)N(Cc1ccc(OC)cc1)c1ccc(F)c(N)c1OC.O=C(Cl)c1cccc2c(Cl)ncnc12.